This data is from Reaction yield outcomes from USPTO patents with 853,638 reactions. The task is: Predict the reaction yield, written as a fraction of the theoretical maximum amount of product (1.0 means a 100% yield; for example, 0.34 means a 34% yield). The reactants are [NH2:1][C:2]1[N:6]([CH3:7])[C:5](=[O:8])[C:4]([C:19]2[CH:24]=[CH:23][CH:22]=[C:21](Br)[CH:20]=2)([C:9]2[CH:14]=[CH:13][C:12]([Si:15]([CH3:18])([CH3:17])[CH3:16])=[CH:11][CH:10]=2)[N:3]=1.[CH3:26][O:27][C:28]1[CH:29]=[N:30][CH:31]=[C:32](B2OC(C)(C)C(C)(C)O2)[CH:33]=1.C(=O)([O-])[O-].[K+].[K+].[C:49]([OH:52])(=[O:51])[CH3:50]. The catalyst is O1CCCC1.O. The product is [C:49]([OH:52])(=[O:51])[CH3:50].[NH2:1][C:2]1[N:6]([CH3:7])[C:5](=[O:8])[C:4]([C:19]2[CH:24]=[CH:23][CH:22]=[C:21]([C:32]3[CH:31]=[N:30][CH:29]=[C:28]([O:27][CH3:26])[CH:33]=3)[CH:20]=2)([C:9]2[CH:14]=[CH:13][C:12]([Si:15]([CH3:18])([CH3:17])[CH3:16])=[CH:11][CH:10]=2)[N:3]=1. The yield is 0.320.